This data is from hERG potassium channel inhibition data for cardiac toxicity prediction from Karim et al.. The task is: Regression/Classification. Given a drug SMILES string, predict its toxicity properties. Task type varies by dataset: regression for continuous values (e.g., LD50, hERG inhibition percentage) or binary classification for toxic/non-toxic outcomes (e.g., AMES mutagenicity, cardiotoxicity, hepatotoxicity). Dataset: herg_karim. The compound is Cc1nc(C#Cc2ccnc(Cl)c2)c(C)n1-c1ccc(F)cc1. The result is 1 (blocker).